This data is from Forward reaction prediction with 1.9M reactions from USPTO patents (1976-2016). The task is: Predict the product of the given reaction. (1) The product is: [Cl:1][C:2]1[CH:7]=[C:6]2[NH:8][C:9](=[O:30])[C:10]3([CH:11]([C:25](=[CH2:29])[CH2:26][CH2:27][CH3:28])[N:12]4[CH:31]=[N:24][N:23]=[C:13]4[CH2:14][CH:15]3[C:16]3[CH:21]=[CH:20][CH:19]=[C:18]([Cl:22])[CH:17]=3)[C:5]2=[CH:4][CH:3]=1. Given the reactants [Cl:1][C:2]1[CH:7]=[C:6]2[NH:8][C:9](=[O:30])[C:10]3([CH:15]([C:16]4[CH:21]=[CH:20][CH:19]=[C:18]([Cl:22])[CH:17]=4)[CH2:14][C:13](=[N:23][NH2:24])[NH:12][CH:11]3[C:25](=[CH2:29])[CH2:26][CH2:27][CH3:28])[C:5]2=[CH:4][CH:3]=1.[CH:31](O)=O, predict the reaction product. (2) The product is: [ClH:26].[NH2:1][C:2]1[C:11]2[C:6](=[C:7]([NH:12][CH:13]3[CH2:18][CH2:17][NH:16][CH2:15][CH2:14]3)[CH:8]=[CH:9][CH:10]=2)[CH:5]=[CH:4][N:3]=1. Given the reactants [NH2:1][C:2]1[C:11]2[C:6](=[C:7]([NH:12][CH:13]3[CH2:18][CH2:17][N:16](C(OC(C)(C)C)=O)[CH2:15][CH2:14]3)[CH:8]=[CH:9][CH:10]=2)[CH:5]=[CH:4][N:3]=1.[ClH:26].CO, predict the reaction product. (3) Given the reactants [F:1][CH2:2][CH2:3][OH:4].O1CCCC1.[H-].[Na+].[Cl:12][C:13]1[N:18]=[CH:17][CH:16]=[C:15](Cl)[N:14]=1, predict the reaction product. The product is: [Cl:12][C:13]1[N:18]=[C:17]([O:4][CH2:3][CH2:2][F:1])[CH:16]=[CH:15][N:14]=1. (4) Given the reactants C([O:4][CH2:5][C@@H:6]1[C@@H:11]([O:12]C(=O)C)[C@H:10]([O:16]C(=O)C)[C@H:9]([O:20]C(=O)C)[C@@H:8]([C:24]#[C:25][C:26]2[CH:38]=[CH:37][C:36]3[C:35]4[C:30](=[CH:31][C:32]([C:39]#[C:40][C@@H:41]5[C@@H:46]([O:47]C(=O)C)[C@@H:45]([O:51]C(=O)C)[C@H:44]([O:55]C(=O)C)[C@@H:43]([CH2:59][O:60]C(=O)C)[O:42]5)=[CH:33][CH:34]=4)[C:29]([CH3:65])([CH3:64])[C:28]=3[CH:27]=2)[O:7]1)(=O)C.CO[Na], predict the reaction product. The product is: [CH3:64][C:29]1([CH3:65])[C:28]2[CH:27]=[C:26]([C:25]#[C:24][C@@H:8]3[C@@H:9]([OH:20])[C@@H:10]([OH:16])[C@H:11]([OH:12])[C@@H:6]([CH2:5][OH:4])[O:7]3)[CH:38]=[CH:37][C:36]=2[C:35]2[C:30]1=[CH:31][C:32]([C:39]#[C:40][C@@H:41]1[C@@H:46]([OH:47])[C@@H:45]([OH:51])[C@H:44]([OH:55])[C@@H:43]([CH2:59][OH:60])[O:42]1)=[CH:33][CH:34]=2. (5) Given the reactants [C:1]([Si:5]([O:8][CH2:9][CH2:10][CH2:11][C:12]1[CH:17]=[CH:16][C:15]([O:18][CH3:19])=[CH:14][C:13]=1[O:20][CH3:21])([CH3:7])[CH3:6])([CH3:4])([CH3:3])[CH3:2].C(=O)([O-])[OH:23].[Na+].ClC1C=CC=C(C(OO)=O)C=1, predict the reaction product. The product is: [Si:5]([O:8][CH2:9][CH2:10][C:11]([C:12]1[CH:17]=[CH:16][C:15]([O:18][CH3:19])=[CH:14][C:13]=1[O:20][CH3:21])=[O:23])([C:1]([CH3:3])([CH3:2])[CH3:4])([CH3:7])[CH3:6].